This data is from Forward reaction prediction with 1.9M reactions from USPTO patents (1976-2016). The task is: Predict the product of the given reaction. (1) Given the reactants [I-].C[S+](C)C.[CH3:6]C(C)([O-])C.[K+].[C:12]([O:16][C:17]([N:19]([CH2:30][C:31]1[CH:36]=[CH:35][CH:34]=[CH:33][CH:32]=1)[C@H:20]([CH:28]=[O:29])[CH2:21][C:22]1[CH:27]=[CH:26][CH:25]=[CH:24][CH:23]=1)=[O:18])([CH3:15])([CH3:14])[CH3:13], predict the reaction product. The product is: [C:12]([O:16][C:17]([N:19]([C@@H:20]([CH2:21][C:22]1[CH:23]=[CH:24][CH:25]=[CH:26][CH:27]=1)[C@@H:28]1[O:29][CH2:6]1)[CH2:30][C:31]1[CH:32]=[CH:33][CH:34]=[CH:35][CH:36]=1)=[O:18])([CH3:15])([CH3:13])[CH3:14]. (2) Given the reactants [F:1][C:2]([F:27])([C:23]([F:26])([F:25])[F:24])[CH2:3][O:4][C:5]1[CH:10]=[CH:9][C:8]([N:11]2[C:16](=[O:17])[C:15]3[CH2:18][C:19](=[O:21])[NH:20][C:14]=3[NH:13][C:12]2=[S:22])=[CH:7][CH:6]=1.[F:28][C:29]([F:33])([F:32])[CH2:30]I.C(=O)([O-])O.[Na+].C(O)(=O)CC(CC(O)=O)(C(O)=O)O, predict the reaction product. The product is: [F:27][C:2]([F:1])([C:23]([F:24])([F:25])[F:26])[CH2:3][O:4][C:5]1[CH:10]=[CH:9][C:8]([N:11]2[C:16](=[O:17])[C:15]3[CH2:18][C:19](=[O:21])[NH:20][C:14]=3[N:13]=[C:12]2[S:22][CH2:30][C:29]([F:33])([F:32])[F:28])=[CH:7][CH:6]=1. (3) Given the reactants [CH3:1][C:2]1[CH2:7][CH2:6][CH2:5][C:4]([CH3:9])([CH3:8])[C:3]=1[CH2:10][OH:11].[CH2:12]([O:14][C:15]1[CH:16]=[C:17](O)[CH:18]=[CH:19][CH:20]=1)[CH3:13].C1(P(C2C=CC=CC=2)C2C=CC=CC=2)C=CC=CC=1.N(C(OCC)=O)=NC(OCC)=O, predict the reaction product. The product is: [CH2:12]([O:14][C:15]1[CH:16]=[CH:17][CH:18]=[C:19]([O:11][CH2:10][C:3]2[C:4]([CH3:8])([CH3:9])[CH2:5][CH2:6][CH2:7][C:2]=2[CH3:1])[CH:20]=1)[CH3:13]. (4) Given the reactants CC(O[C:6]([N:8](C)[C@@H:9]1[CH2:14][CH2:13][C@H:12]([C:15]([OH:17])=[O:16])[CH2:11][CH2:10]1)=O)(C)C.Cl, predict the reaction product. The product is: [CH3:6][NH:8][C@@H:9]1[CH2:14][CH2:13][C@H:12]([C:15]([OH:17])=[O:16])[CH2:11][CH2:10]1. (5) Given the reactants [CH3:1][O:2][CH2:3][CH2:4][CH2:5][NH2:6].C(N(CC)CC)C.[N+:14]([C:17]1[CH:18]=[C:19]([CH2:23][S:24](Cl)(=[O:26])=[O:25])[CH:20]=[CH:21][CH:22]=1)([O-:16])=[O:15], predict the reaction product. The product is: [CH3:1][O:2][CH2:3][CH2:4][CH2:5][NH:6][S:24]([CH2:23][C:19]1[CH:20]=[CH:21][CH:22]=[C:17]([N+:14]([O-:16])=[O:15])[CH:18]=1)(=[O:25])=[O:26].